From a dataset of Peptide-MHC class II binding affinity with 134,281 pairs from IEDB. Regression. Given a peptide amino acid sequence and an MHC pseudo amino acid sequence, predict their binding affinity value. This is MHC class II binding data. (1) The peptide sequence is NKFVSPKSVIGTFVA. The MHC is DRB1_1501 with pseudo-sequence DRB1_1501. The binding affinity (normalized) is 0.724. (2) The peptide sequence is GGSILKISNKYHTKG. The MHC is DRB1_0401 with pseudo-sequence DRB1_0401. The binding affinity (normalized) is 0.480. (3) The peptide sequence is IRDKVQKEYALFYKLDVV. The MHC is H-2-IAb with pseudo-sequence H-2-IAb. The binding affinity (normalized) is 0.0602.